From a dataset of Full USPTO retrosynthesis dataset with 1.9M reactions from patents (1976-2016). Predict the reactants needed to synthesize the given product. (1) Given the product [Cl:1][C:2]1[CH:7]=[C:6]([C:8]2[N:9]=[C:12]([OH:20])[C:13]3[CH:18]=[CH:17][N:16]=[CH:15][C:14]=3[N:19]=2)[CH:5]=[CH:4][N:3]=1, predict the reactants needed to synthesize it. The reactants are: [Cl:1][C:2]1[CH:7]=[C:6]([C:8]#[N:9])[CH:5]=[CH:4][N:3]=1.CO[C:12](=[O:20])[C:13]1[CH:18]=[CH:17][N:16]=[CH:15][C:14]=1[NH2:19].CCC([O-])(C)C.[K+]. (2) Given the product [C:1]1([S:7]([N:10]2[CH2:12][CH:11]([C:13]([N:15]3[CH2:16][CH2:17][N:18]([C:21]4[CH:26]=[C:25]([CH3:27])[CH:24]=[CH:23][C:22]=4[CH3:28])[CH2:19][CH2:20]3)=[O:14])[N:37]([CH:31]3[CH2:36][CH2:35][CH2:34][CH2:33][CH2:32]3)[C:38]2=[O:39])(=[O:9])=[O:8])[CH:6]=[CH:5][CH:4]=[CH:3][CH:2]=1, predict the reactants needed to synthesize it. The reactants are: [C:1]1([S:7]([N:10]2[CH2:12][CH:11]2[C:13]([N:15]2[CH2:20][CH2:19][N:18]([C:21]3[CH:26]=[C:25]([CH3:27])[CH:24]=[CH:23][C:22]=3[CH3:28])[CH2:17][CH2:16]2)=[O:14])(=[O:9])=[O:8])[CH:6]=[CH:5][CH:4]=[CH:3][CH:2]=1.[I-].[Na+].[CH:31]1([N:37]=[C:38]=[O:39])[CH2:36][CH2:35][CH2:34][CH2:33][CH2:32]1. (3) Given the product [OH:20][C:18]([C@@H:4]1[CH:5]=[C:6]2[C@@H:7]([CH2:8][C:9]3[C:17]4[C:12](=[CH:13][CH:14]=[CH:15][C:16]2=4)[NH:11][CH:10]=3)[N:2]([CH3:1])[CH2:3]1)=[O:19].[CH3:37][N:36]1[C@@H:38]2[CH2:39][C:40]3[C:50]4[C:43](=[CH:44][CH:45]=[CH:46][C:47]=4[C@H:48]2[CH:49]=[C:34]([C:32]([OH:33])=[O:31])[CH2:35]1)[NH:42][CH:41]=3.[OH:20][C:18]([C@H:4]1[CH:5]=[C:6]2[C@@H:7]([CH2:8][C:9]3[C:17]4[C:12](=[CH:13][CH:14]=[CH:15][C:16]2=4)[NH:11][CH:10]=3)[N:2]([CH3:1])[CH2:3]1)=[O:19], predict the reactants needed to synthesize it. The reactants are: [CH3:1][N:2]1[C@@H:7]2[CH2:8][C:9]3[C:17]4[C:12](=[CH:13][CH:14]=[CH:15][C:16]=4[C@H:6]2[CH:5]=[C:4]([C:18]([OH:20])=[O:19])[CH2:3]1)[NH:11][CH:10]=3.S(=O)(=O)(O)O.S(O)(O)(=O)=O.[OH:31][C:32]([C@@H:34]1[CH:49]=[C:48]2[C@@H:38]([CH2:39][C:40]3[C:50]4[C:43](=[CH:44][CH:45]=[CH:46][C:47]2=4)[NH:42][CH:41]=3)[N:36]([CH3:37])[CH2:35]1)=[O:33]. (4) Given the product [NH2:1][C:2]1[N:7]=[C:6]([Cl:16])[C:5]([CH2:9][CH2:10][C:11]#[N:12])=[C:4]([CH3:13])[N:3]=1, predict the reactants needed to synthesize it. The reactants are: [NH2:1][C:2]1[N:7]=[C:6](O)[C:5]([CH2:9][CH2:10][C:11]#[N:12])=[C:4]([CH3:13])[N:3]=1.P(Cl)(Cl)([Cl:16])=O. (5) Given the product [CH:1]1([N:4]2[C:5]3=[N:6][C:7]([S:25][CH3:26])=[N:8][CH:9]=[C:10]3[CH2:11][N:12]([C:13]3[C:18]([F:19])=[C:17]([O:20][CH3:21])[CH:16]=[C:15]([O:22][CH3:23])[C:14]=3[F:24])[C:34]2=[O:35])[CH2:3][CH2:2]1, predict the reactants needed to synthesize it. The reactants are: [CH:1]1([NH:4][C:5]2[C:10]([CH2:11][NH:12][C:13]3[C:18]([F:19])=[C:17]([O:20][CH3:21])[CH:16]=[C:15]([O:22][CH3:23])[C:14]=3[F:24])=[CH:9][N:8]=[C:7]([S:25][CH3:26])[N:6]=2)[CH2:3][CH2:2]1.[H-].[Na+].C1N=CN([C:34](N2C=NC=C2)=[O:35])C=1. (6) Given the product [C:11]([O:14][CH2:15][C:16]1[C:21]([C:2]2[CH:3]=[C:4]([C:8](=[O:9])[NH2:10])[N:5]([CH3:7])[CH:6]=2)=[CH:20][CH:19]=[CH:18][C:17]=1[N:31]1[N:40]([CH3:41])[CH2:39][C:38]2[C:33](=[CH:34][CH:35]=[C:36]([C:42]([CH3:45])([CH3:44])[CH3:43])[CH:37]=2)[C:32]1=[O:46])(=[O:13])[CH3:12], predict the reactants needed to synthesize it. The reactants are: Br[C:2]1[CH:3]=[C:4]([C:8]([NH2:10])=[O:9])[N:5]([CH3:7])[CH:6]=1.[C:11]([O:14][CH2:15][C:16]1[C:21](B2OC(C)(C)C(C)(C)O2)=[CH:20][CH:19]=[CH:18][C:17]=1[N:31]1[N:40]([CH3:41])[CH2:39][C:38]2[C:33](=[CH:34][CH:35]=[C:36]([C:42]([CH3:45])([CH3:44])[CH3:43])[CH:37]=2)[C:32]1=[O:46])(=[O:13])[CH3:12].CC(C1C=C(C(C)C)C(C2C=CC=CC=2P(C2CCCCC2)C2CCCCC2)=C(C(C)C)C=1)C.[O-]P([O-])([O-])=O.[K+].[K+].[K+]. (7) Given the product [CH3:1][O:2][C:3]1[CH:8]=[CH:7][C:6]([N:9]2[C:13]([C:14]3[CH:19]=[CH:18][C:17]([CH3:20])=[CH:16][CH:15]=3)=[CH:12][C:11]([CH:21]3[CH2:26][CH2:25][N:24]([C:31](=[O:37])[N:48]([OH:49])[CH3:47])[CH2:23][CH2:22]3)=[N:10]2)=[CH:5][CH:4]=1, predict the reactants needed to synthesize it. The reactants are: [CH3:1][O:2][C:3]1[CH:8]=[CH:7][C:6]([N:9]2[C:13]([C:14]3[CH:19]=[CH:18][C:17]([CH3:20])=[CH:16][CH:15]=3)=[CH:12][C:11]([CH:21]3[CH2:26][CH2:25][NH:24][CH2:23][CH2:22]3)=[N:10]2)=[CH:5][CH:4]=1.ClC(Cl)(O[C:31](=[O:37])OC(Cl)(Cl)Cl)Cl.C(N(CC)CC)C.Cl.[CH3:47][NH:48][OH:49].